This data is from Forward reaction prediction with 1.9M reactions from USPTO patents (1976-2016). The task is: Predict the product of the given reaction. (1) Given the reactants Br[C:2]1[CH:3]=[CH:4][C:5]([C:8]([NH:10][CH2:11][CH2:12][C:13]([O:15][CH2:16][CH3:17])=[O:14])=[O:9])=[N:6][CH:7]=1.[CH:18]([C:20]1[CH:25]=[CH:24][CH:23]=[CH:22][C:21]=1B(O)O)=[O:19].C([O-])([O-])=O.[K+].[K+].O, predict the reaction product. The product is: [CH:18]([C:20]1[CH:25]=[CH:24][CH:23]=[CH:22][C:21]=1[C:2]1[CH:3]=[CH:4][C:5]([C:8]([NH:10][CH2:11][CH2:12][C:13]([O:15][CH2:16][CH3:17])=[O:14])=[O:9])=[N:6][CH:7]=1)=[O:19]. (2) Given the reactants [Cl:1][C:2]1[C:7]2=[CH:8][NH:9][N:10]=[C:6]2[CH:5]=[CH:4][N:3]=1.Cl[CH2:12][C:13]1[CH:14]=[C:15]([CH3:26])[C:16]([CH2:19][O:20][CH2:21][C:22]([F:25])([F:24])[F:23])=[N:17][CH:18]=1.C(=O)([O-])[O-].[K+].[K+], predict the reaction product. The product is: [Cl:1][C:2]1[C:7]2=[CH:8][N:9]([CH2:12][C:13]3[CH:18]=[N:17][C:16]([CH2:19][O:20][CH2:21][C:22]([F:25])([F:24])[F:23])=[C:15]([CH3:26])[CH:14]=3)[N:10]=[C:6]2[CH:5]=[CH:4][N:3]=1. (3) The product is: [C:18]([C:15]1[CH:14]=[CH:13][C:12]([C:10]2[N:11]=[C:6]([C:4]([NH:31][CH2:32][C:33]([OH:35])=[O:34])=[O:5])[C:7]([OH:30])=[C:8]3[C:22]([C:23]4[CH:28]=[CH:27][C:26]([F:29])=[CH:25][CH:24]=4)=[N:21][S:20][C:9]=23)=[CH:17][CH:16]=1)#[N:19]. Given the reactants C(O[C:4]([C:6]1[C:7]([OH:30])=[C:8]2[C:22]([C:23]3[CH:28]=[CH:27][C:26]([F:29])=[CH:25][CH:24]=3)=[N:21][S:20][C:9]2=[C:10]([C:12]2[CH:17]=[CH:16][C:15]([C:18]#[N:19])=[CH:14][CH:13]=2)[N:11]=1)=[O:5])C.[NH2:31][CH2:32][C:33]([OH:35])=[O:34], predict the reaction product. (4) Given the reactants [F:1][C:2]1[CH:7]=[C:6]([N+:8]([O-])=O)[CH:5]=[CH:4][C:3]=1[N:11]1[CH2:16][CH2:15][N:14]([CH:17]([C:24]2[O:25][CH:26]=[CH:27][N:28]=2)[C:18]2[CH:23]=[CH:22][CH:21]=[CH:20][CH:19]=2)[CH2:13][CH2:12]1.C([O-])(O)=O.[Na+], predict the reaction product. The product is: [F:1][C:2]1[CH:7]=[C:6]([NH2:8])[CH:5]=[CH:4][C:3]=1[N:11]1[CH2:12][CH2:13][N:14]([CH:17]([C:24]2[O:25][CH:26]=[CH:27][N:28]=2)[C:18]2[CH:19]=[CH:20][CH:21]=[CH:22][CH:23]=2)[CH2:15][CH2:16]1. (5) The product is: [F:36][CH:20]([F:19])[CH:21]([C:23]1[CH:31]=[CH:30][C:29]([F:32])=[C:28]2[C:24]=1[C:25]([F:35])([F:34])[C:26](=[O:33])[NH:27]2)[OH:22]. Given the reactants FC1(F)C2C(=CC=CC=2C(=O)C(F)(F)F)NC1=O.[F:19][CH:20]([F:36])[C:21]([C:23]1[CH:31]=[CH:30][C:29]([F:32])=[C:28]2[C:24]=1[C:25]([F:35])([F:34])[C:26](=[O:33])[NH:27]2)=[O:22], predict the reaction product.